This data is from Forward reaction prediction with 1.9M reactions from USPTO patents (1976-2016). The task is: Predict the product of the given reaction. (1) Given the reactants C(O[C:4](=O)[CH2:5][C:6]1[CH:11]=[CH:10][C:9]([N+:12]([O-:14])=[O:13])=[C:8]([O:15][CH2:16][C:17]2[CH:22]=[CH:21][CH:20]=[CH:19][CH:18]=2)[CH:7]=1)C.[CH2:24]([O:31][C:32]1[CH:39]=[CH:38][CH:37]=C(F)[C:33]=1[C:34]#[N:35])[C:25]1[CH:30]=[CH:29][CH:28]=[CH:27][CH:26]=1.C([O-])([O-])=O.[Cs+].[Cs+], predict the reaction product. The product is: [CH2:24]([O:31][C:32]1[CH:39]=[CH:38][CH:37]=[C:4]([CH2:5][C:6]2[CH:11]=[CH:10][C:9]([N+:12]([O-:14])=[O:13])=[C:8]([O:15][CH2:16][C:17]3[CH:18]=[CH:19][CH:20]=[CH:21][CH:22]=3)[CH:7]=2)[C:33]=1[C:34]#[N:35])[C:25]1[CH:30]=[CH:29][CH:28]=[CH:27][CH:26]=1. (2) Given the reactants [CH3:1][C@@H:2]1[CH2:7][NH:6][CH2:5][CH2:4][NH:3]1.Br[C:9]1[CH:14]=[CH:13][CH:12]=[CH:11][N:10]=1, predict the reaction product. The product is: [CH3:1][C@H:2]1[NH:3][CH2:4][CH2:5][N:6]([C:9]2[CH:14]=[CH:13][CH:12]=[CH:11][N:10]=2)[CH2:7]1. (3) Given the reactants [Cl:1][C:2]1[CH:3]=[C:4]([CH:8]=[CH:9][C:10]=1[O:11][CH:12]([CH3:14])[CH3:13])[C:5]([OH:7])=O.C1C=CC2N(O)N=NC=2C=1.[Br:25][C:26]1[C:34]2[N:33]([CH2:35][CH3:36])[CH:32]=[CH:31][C:30]=2[C:29]([C:37](=[NH:40])[NH:38]O)=[CH:28][CH:27]=1.CCCC[N+](CCCC)(CCCC)CCCC.[F-], predict the reaction product. The product is: [Br:25][C:26]1[CH:27]=[CH:28][C:29]([C:37]2[N:40]=[C:5]([C:4]3[CH:8]=[CH:9][C:10]([O:11][CH:12]([CH3:14])[CH3:13])=[C:2]([Cl:1])[CH:3]=3)[O:7][N:38]=2)=[C:30]2[C:34]=1[N:33]([CH2:35][CH3:36])[CH:32]=[CH:31]2. (4) Given the reactants [O:1]1[C:5]2[CH:6]=[CH:7][C:8]([CH:10]([S:14]([C:17]3[CH:22]=[CH:21][C:20]([CH3:23])=[CH:19][CH:18]=3)(=[O:16])=[O:15])[NH:11][CH:12]=O)=[CH:9][C:4]=2[O:3][CH2:2]1.P(Cl)(Cl)(Cl)=O.N1C(C)=CC=CC=1C.C(=O)([O-])O.[Na+], predict the reaction product. The product is: [N+:11]([CH:10]([S:14]([C:17]1[CH:18]=[CH:19][C:20]([CH3:23])=[CH:21][CH:22]=1)(=[O:16])=[O:15])[C:8]1[CH:7]=[CH:6][C:5]2[O:1][CH2:2][O:3][C:4]=2[CH:9]=1)#[C-:12]. (5) Given the reactants [CH:1]([S:4][C:5]1[S:32][C:8]2[O:9][C:10]3[CH:30]=[C:29]([CH3:31])[CH:28]=[CH:27][C:11]=3[N:12]=[C:13]([N:14]3[CH2:19][CH2:18][N:17]([CH2:20][C:21]([CH3:26])([CH3:25])[C:22]([OH:24])=[O:23])[CH2:16][CH2:15]3)[C:7]=2[CH:6]=1)([CH3:3])[CH3:2].[ClH:33], predict the reaction product. The product is: [ClH:33].[ClH:33].[CH:1]([S:4][C:5]1[S:32][C:8]2[O:9][C:10]3[CH:30]=[C:29]([CH3:31])[CH:28]=[CH:27][C:11]=3[N:12]=[C:13]([N:14]3[CH2:19][CH2:18][N:17]([CH2:20][C:21]([CH3:25])([CH3:26])[C:22]([OH:24])=[O:23])[CH2:16][CH2:15]3)[C:7]=2[CH:6]=1)([CH3:3])[CH3:2]. (6) Given the reactants [BH-](OC(C)=O)(OC(C)=O)OC(C)=O.[Na+].[C:15]([Si:19]([CH3:34])([CH3:33])[O:20][CH:21]1[C:30]2[C:25](=[C:26]([CH:31]=O)[CH:27]=[CH:28][CH:29]=2)[O:24][CH2:23][CH2:22]1)([CH3:18])([CH3:17])[CH3:16].[NH:35]1[CH2:40][CH2:39][CH2:38][CH2:37][CH2:36]1, predict the reaction product. The product is: [C:15]([Si:19]([CH3:33])([CH3:34])[O:20][CH:21]1[C:30]2[C:25](=[C:26]([CH2:31][N:35]3[CH2:40][CH2:39][CH2:38][CH2:37][CH2:36]3)[CH:27]=[CH:28][CH:29]=2)[O:24][CH2:23][CH2:22]1)([CH3:18])([CH3:17])[CH3:16]. (7) Given the reactants Br[C:2]1[CH:7]=[CH:6][C:5]([C:8]2[C:19](=[O:20])[N:18]([CH2:21][C@@H:22]3[O:27][CH2:26][CH2:25][N:24]([C:28]([O:30][C:31]([CH3:34])([CH3:33])[CH3:32])=[O:29])[CH2:23]3)[C:11]3[N:12]=[C:13]([S:16][CH3:17])[N:14]=[CH:15][C:10]=3[CH:9]=2)=[C:4]([Cl:35])[CH:3]=1.B1(B2OC(C)(C)C(C)(C)O2)OC(C)(C)C(C)(C)O1.CC([O-])=O.[K+].O1CCBO1.Br[C:65]1[N:66]=[C:67]([CH3:70])[S:68][CH:69]=1, predict the reaction product. The product is: [Cl:35][C:4]1[CH:3]=[C:2]([C:65]2[N:66]=[C:67]([CH3:70])[S:68][CH:69]=2)[CH:7]=[CH:6][C:5]=1[C:8]1[C:19](=[O:20])[N:18]([CH2:21][C@@H:22]2[O:27][CH2:26][CH2:25][N:24]([C:28]([O:30][C:31]([CH3:34])([CH3:33])[CH3:32])=[O:29])[CH2:23]2)[C:11]2[N:12]=[C:13]([S:16][CH3:17])[N:14]=[CH:15][C:10]=2[CH:9]=1.